The task is: Predict the reactants needed to synthesize the given product.. This data is from Full USPTO retrosynthesis dataset with 1.9M reactions from patents (1976-2016). (1) Given the product [CH3:1][O:2][C:3]1[CH:4]=[CH:5][C:6]([CH2:10][C:11]([C:14]2[CH:15]=[CH:16][C:17]([O:20][CH3:21])=[CH:18][CH:19]=2)([CH3:13])[CH3:12])=[C:7]([CH:8]=1)[O:9][C:36]1[CH:35]=[CH:34][C:33]([OH:32])=[CH:47][CH:37]=1, predict the reactants needed to synthesize it. The reactants are: [CH3:1][O:2][C:3]1[CH:4]=[CH:5][C:6]([CH2:10][C:11]([C:14]2[CH:19]=[CH:18][C:17]([O:20][CH3:21])=[CH:16][CH:15]=2)([CH3:13])[CH3:12])=[C:7]([OH:9])[CH:8]=1.FC1C=CC(C=O)=CC=1.C[O:32][C:33]1[CH:34]=[CH:35][C:36](CC([C:36]2[CH:37]=[CH:47][C:33]([O:32]C)=[CH:34][CH:35]=2)(C)C)=[C:37]([CH:47]=1)[O:32][C:33]1[CH:47]=[CH:37][C:36](C=O)=[CH:35][CH:34]=1. (2) Given the product [Cl:1][C:2]1[CH:3]=[CH:4][C:5]([O:25][CH3:26])=[C:6]([S:8]([NH:11][C@@H:12]2[CH2:13][C@H:14]([CH3:24])[N:15]([C:17]#[N:30])[CH2:16]2)(=[O:10])=[O:9])[CH:7]=1, predict the reactants needed to synthesize it. The reactants are: [Cl:1][C:2]1[CH:3]=[CH:4][C:5]([O:25][CH3:26])=[C:6]([S:8]([NH:11][C@H:12]2[CH2:16][N:15]([C:17](OC(C)(C)C)=O)[C@@H:14]([CH3:24])[CH2:13]2)(=[O:10])=[O:9])[CH:7]=1.Cl.CC[N:30](C(C)C)C(C)C.BrC#N.C(O)C(N)(CO)CO. (3) Given the product [C:16]([O:20][C:21]([NH:22][CH2:23][CH2:24][CH2:25][CH2:26][N:27]([CH2:1][C:3]1[C:8]([C:9]([O:12][C:13](=[O:15])[CH3:14])([CH3:11])[CH3:10])=[CH:7][CH:6]=[CH:5][N:4]=1)[CH2:28][C:29]1[C:34]([CH3:35])=[CH:33][C:32]([CH3:36])=[CH:31][N:30]=1)=[O:37])([CH3:17])([CH3:19])[CH3:18], predict the reactants needed to synthesize it. The reactants are: [CH:1]([C:3]1[C:8]([C:9]([O:12][C:13](=[O:15])[CH3:14])([CH3:11])[CH3:10])=[CH:7][CH:6]=[CH:5][N:4]=1)=O.[C:16]([O:20][C:21](=[O:37])[NH:22][CH2:23][CH2:24][CH2:25][CH2:26][NH:27][CH2:28][C:29]1[C:34]([CH3:35])=[CH:33][C:32]([CH3:36])=[CH:31][N:30]=1)([CH3:19])([CH3:18])[CH3:17]. (4) Given the product [OH:16][C@H:14]1[CH2:15][N:11]([C:9]([O:8][CH2:1][C:2]2[CH:7]=[CH:6][CH:5]=[CH:4][CH:3]=2)=[O:10])[C@@H:12]([C:17]([O:19][CH3:20])=[O:18])[CH2:13]1, predict the reactants needed to synthesize it. The reactants are: [CH2:1]([O:8][C:9]([N:11]1[CH2:15][C@H:14]([OH:16])[CH2:13][C@@H:12]1[C:17]([OH:19])=[O:18])=[O:10])[C:2]1[CH:7]=[CH:6][CH:5]=[CH:4][CH:3]=1.[C:20]([O-])(O)=O.[Na+].CI. (5) Given the product [F:1][C:2]1[CH:16]=[C:15]([F:17])[CH:14]=[CH:13][C:3]=1[C:4]([CH:6]1[CH2:11][CH2:10][N:9]([NH:22][CH2:21][CH2:20][NH2:23])[CH2:8][CH2:7]1)=[O:5], predict the reactants needed to synthesize it. The reactants are: [F:1][C:2]1[CH:16]=[C:15]([F:17])[CH:14]=[CH:13][C:3]=1[C:4]([CH:6]1[CH2:11][CH2:10][NH:9][C:8](=O)[CH2:7]1)=[O:5].[BH4-].[Na+].[CH2:20]([NH2:23])[CH2:21][NH2:22]. (6) Given the product [O:19]1[CH:23]=[CH:22][N:21]=[C:6]1[CH:5]([N:12]1[CH:16]=[C:15]([NH2:17])[CH:14]=[N:13]1)[CH3:4], predict the reactants needed to synthesize it. The reactants are: CN(C)C[CH2:4][CH:5]([N:12]1[CH:16]=[C:15]([NH2:17])[CH:14]=[N:13]1)[C:6]1C=CC=CC=1.[O:19]1[CH:23]=[CH:22][N:21]=C1C(O)C. (7) Given the product [F:37][C:26]1([F:25])[O:30][C:29]2[CH:31]=[CH:32][CH:33]=[C:34]([N:35]3[C:5]([C:7]4[C:12](=[O:13])[CH:11]=[CH:10][N:9]([C:14]5[CH:19]=[CH:18][CH:17]=[C:16]([S:20]([CH3:23])(=[O:22])=[O:21])[CH:15]=5)[N:8]=4)=[CH:4][CH:3]=[N:2]3)[C:28]=2[O:27]1, predict the reactants needed to synthesize it. The reactants are: C[N:2](C)/[CH:3]=[CH:4]/[C:5]([C:7]1[C:12](=[O:13])[CH:11]=[CH:10][N:9]([C:14]2[CH:19]=[CH:18][CH:17]=[C:16]([S:20]([CH3:23])(=[O:22])=[O:21])[CH:15]=2)[N:8]=1)=O.[F:25][C:26]1([F:37])[O:30][C:29]2[CH:31]=[CH:32][CH:33]=[C:34]([NH:35]N)[C:28]=2[O:27]1.N([O-])=O.[Na+].[Sn](Cl)Cl.